Dataset: Catalyst prediction with 721,799 reactions and 888 catalyst types from USPTO. Task: Predict which catalyst facilitates the given reaction. (1) Reactant: F[C:2]1[CH:3]=[C:4]([CH3:12])[C:5]([N+:9]([O-:11])=[O:10])=[C:6]([CH:8]=1)[NH2:7].[NH:13]1[CH2:18][CH2:17][CH2:16][N:15]=[CH:14]1.C(=O)([O-])[O-].[K+].[K+]. Product: [N:15]1([C:2]2[CH:3]=[C:4]([CH3:12])[C:5]([N+:9]([O-:11])=[O:10])=[C:6]([CH:8]=2)[NH2:7])[CH2:16][CH2:17][CH2:18][N:13]=[CH:14]1. The catalyst class is: 58. (2) Reactant: [Cl:1][C:2]1[CH:3]=[C:4]2[C:8](=[CH:9][CH:10]=1)[N:7]([CH:11]([CH2:15][CH:16]([CH3:18])[CH3:17])[C:12]([OH:14])=O)[C:6](=[O:19])[C:5]2=[O:20].[S:21]1[CH:25]=[CH:24][N:23]=[C:22]1[NH2:26].C(N(CC)C(C)C)(C)C.F[P-](F)(F)(F)(F)F.N1(O[P+](N(C)C)(N(C)C)N(C)C)C2C=CC=CC=2N=N1. Product: [S:21]1[CH:25]=[CH:24][N:23]=[C:22]1[NH:26][C:12](=[O:14])[CH:11]([N:7]1[C:8]2[C:4](=[CH:3][C:2]([Cl:1])=[CH:10][CH:9]=2)[C:5](=[O:20])[C:6]1=[O:19])[CH2:15][CH:16]([CH3:18])[CH3:17]. The catalyst class is: 42. (3) Reactant: FC(F)(F)S([O:6][Si:7]([C:10]([CH3:13])([CH3:12])[CH3:11])([CH3:9])[CH3:8])(=O)=O.N1C(C)=CC=CC=1C.[Br:24][C:25]1[CH:26]=[C:27]([CH2:31]O)[CH:28]=[N:29][CH:30]=1.C(=O)([O-])O.[Na+]. Product: [Br:24][C:25]1[CH:30]=[N:29][CH:28]=[C:27]([CH2:31][O:6][Si:7]([C:10]([CH3:13])([CH3:12])[CH3:11])([CH3:9])[CH3:8])[CH:26]=1. The catalyst class is: 2. (4) Reactant: C([Si](C)(C)[O:6][C@@H:7]1[CH2:12][CH2:11][C@H:10]([N:13]2[CH2:17][CH2:16][CH2:15][C:14]2=[O:18])[CH2:9][CH2:8]1)(C)(C)C. Product: [OH:6][C@@H:7]1[CH2:8][CH2:9][C@H:10]([N:13]2[CH2:17][CH2:16][CH2:15][C:14]2=[O:18])[CH2:11][CH2:12]1. The catalyst class is: 422. (5) Reactant: C(OP([CH2:9][C:10]1[CH:15]=[CH:14][C:13]([O:16][CH3:17])=[CH:12][C:11]=1[N+:18]([O-:20])=[O:19])(=O)OCC)C.C1OCCOCCOCCOCCOC1.[H-].[Na+].[O:38]1[CH2:43][CH2:42][C:41](=O)[CH2:40][CH2:39]1. Product: [CH3:17][O:16][C:13]1[CH:14]=[CH:15][C:10]([CH:9]=[C:41]2[CH2:42][CH2:43][O:38][CH2:39][CH2:40]2)=[C:11]([N+:18]([O-:20])=[O:19])[CH:12]=1. The catalyst class is: 20. (6) Reactant: [C:1]1([C:7]2[O:11][C:10]([C:12]([OH:14])=O)=[CH:9][CH:8]=2)[CH:6]=[CH:5][CH:4]=[CH:3][CH:2]=1.[NH:15]([C:17]([O:19][C:20]([CH3:23])([CH3:22])[CH3:21])=[O:18])[NH2:16].C([O-])([O-])=O.[K+].[K+].CN(C(ON1N=NC2C=CC=NC1=2)=[N+](C)C)C.F[P-](F)(F)(F)(F)F. Product: [C:1]1([C:7]2[O:11][C:10]([C:12]([NH:16][NH:15][C:17]([O:19][C:20]([CH3:23])([CH3:22])[CH3:21])=[O:18])=[O:14])=[CH:9][CH:8]=2)[CH:2]=[CH:3][CH:4]=[CH:5][CH:6]=1. The catalyst class is: 2. (7) Reactant: C([O:8][C:9]([C:11]1[CH:16]=[CH:15][C:14]([C:17]2[CH2:18][CH2:19][N:20]([C:23]([O:25][C:26]([CH3:29])([CH3:28])[CH3:27])=[O:24])[CH2:21][CH:22]=2)=[CH:13][N:12]=1)=[O:10])C1C=CC=CC=1. Product: [C:9]([C:11]1[CH:16]=[CH:15][C:14]([CH:17]2[CH2:22][CH2:21][N:20]([C:23]([O:25][C:26]([CH3:29])([CH3:28])[CH3:27])=[O:24])[CH2:19][CH2:18]2)=[CH:13][N:12]=1)([OH:10])=[O:8]. The catalyst class is: 129. (8) Reactant: B(F)(F)F.[CH3:5]COCC.[Br:10][C:11]1[C:12]([OH:28])=[C:13]([C:18](=[O:27])[CH2:19][C:20]2[CH:25]=[CH:24][C:23]([OH:26])=[CH:22][CH:21]=2)[CH:14]=[CH:15][C:16]=1[OH:17].CS(Cl)(=O)=O.Cl. Product: [OH:26][C:23]1[CH:24]=[CH:25][C:20]([C:19]2[C:18](=[O:27])[C:13]3[C:12](=[C:11]([Br:10])[C:16]([OH:17])=[CH:15][CH:14]=3)[O:28][CH:5]=2)=[CH:21][CH:22]=1. The catalyst class is: 9. (9) Reactant: [CH3:1][O:2][C:3]1[CH:4]=[C:5]([CH:11]([N:17]2[C:25](=[O:26])[C:24]3[C:19](=[CH:20][CH:21]=[CH:22][C:23]=3[NH2:27])[C:18]2=[O:28])[CH2:12][S:13]([CH3:16])(=[O:15])=[O:14])[CH:6]=[CH:7][C:8]=1[O:9][CH3:10].[CH:29]1([C:32](Cl)=[O:33])[CH2:31][CH2:30]1.C(O)C. Product: [CH:29]1([C:32]([NH:27][C:23]2[CH:22]=[CH:21][CH:20]=[C:19]3[C:24]=2[C:25](=[O:26])[N:17]([CH:11]([C:5]2[CH:6]=[CH:7][C:8]([O:9][CH3:10])=[C:3]([O:2][CH3:1])[CH:4]=2)[CH2:12][S:13]([CH3:16])(=[O:14])=[O:15])[C:18]3=[O:28])=[O:33])[CH2:31][CH2:30]1. The catalyst class is: 28. (10) Reactant: I[C:2]1[C:15]([O:16][CH3:17])=[CH:14][C:13]2[C@:12]34[CH2:18][CH2:19][N:20]([C:21]([O:23][CH2:24][C:25]5[CH:30]=[CH:29][CH:28]=[CH:27][CH:26]=5)=[O:22])[C@@H:6]([C@@H:7]3[CH2:8][CH2:9][CH2:10][CH2:11]4)[CH2:5][C:4]=2[CH:3]=1.[CH2:31](B(O)O)[CH:32]([CH3:34])[CH3:33].C([O-])([O-])=O.[Cs+].[Cs+].O. Product: [CH2:31]([C:2]1[C:15]([O:16][CH3:17])=[CH:14][C:13]2[C@:12]34[CH2:18][CH2:19][N:20]([C:21]([O:23][CH2:24][C:25]5[CH:30]=[CH:29][CH:28]=[CH:27][CH:26]=5)=[O:22])[C@@H:6]([C@@H:7]3[CH2:8][CH2:9][CH2:10][CH2:11]4)[CH2:5][C:4]=2[CH:3]=1)[CH:32]([CH3:34])[CH3:33]. The catalyst class is: 12.